This data is from Peptide-MHC class I binding affinity with 185,985 pairs from IEDB/IMGT. The task is: Regression. Given a peptide amino acid sequence and an MHC pseudo amino acid sequence, predict their binding affinity value. This is MHC class I binding data. (1) The peptide sequence is TSEKYSKGY. The MHC is HLA-A03:01 with pseudo-sequence HLA-A03:01. The binding affinity (normalized) is 0. (2) The peptide sequence is HIVGKSCPK. The MHC is HLA-A11:01 with pseudo-sequence HLA-A11:01. The binding affinity (normalized) is 0.111. (3) The peptide sequence is TKAGMAQYL. The MHC is HLA-A02:19 with pseudo-sequence HLA-A02:19. The binding affinity (normalized) is 0.0847. (4) The binding affinity (normalized) is 0.773. The MHC is HLA-A03:01 with pseudo-sequence HLA-A03:01. The peptide sequence is RLGVRATRK.